From a dataset of Full USPTO retrosynthesis dataset with 1.9M reactions from patents (1976-2016). Predict the reactants needed to synthesize the given product. (1) The reactants are: ClC1C=C2C(C3(C(OC)CC(=O)CC3C3C=CC=C(Cl)C=3)C(=O)N2)=CC=1.[N-]=[N+]=[N-].[Na+].[Cl:31][C:32]1[CH:40]=[C:39]2[C:35]([C@:36]3([C@@H:47]([C:48]4[CH:53]=[CH:52][CH:51]=[C:50]([Cl:54])[CH:49]=4)[CH2:46][C:45](=[O:55])[NH:44][CH2:43][C@H:42]3[O:56][CH3:57])[C:37](=[O:41])[NH:38]2)=[CH:34][CH:33]=1. Given the product [Cl:31][C:32]1[CH:40]=[C:39]2[C:35]([C@@:36]3([C@H:47]([C:48]4[CH:53]=[CH:52][CH:51]=[C:50]([Cl:54])[CH:49]=4)[CH2:46][C:45](=[O:55])[NH:44][CH2:43][C@@H:42]3[O:56][CH3:57])[C:37](=[O:41])[NH:38]2)=[CH:34][CH:33]=1, predict the reactants needed to synthesize it. (2) Given the product [F:1][C:2]1[CH:10]=[CH:9][C:8]([N+:11]([O-:13])=[O:12])=[CH:7][C:3]=1[C:4]([O:6][CH3:19])=[O:5], predict the reactants needed to synthesize it. The reactants are: [F:1][C:2]1[CH:10]=[CH:9][C:8]([N+:11]([O-:13])=[O:12])=[CH:7][C:3]=1[C:4]([OH:6])=[O:5].S(=O)(=O)(O)O.[CH3:19]O. (3) Given the product [NH2:11][CH:4]([C:5]1[CH:6]=[CH:7][CH:8]=[CH:9][CH:10]=1)[CH2:3][CH2:2][N:31]1[CH2:32][CH2:33][CH:28]([CH:26]([C:23]2[CH:22]=[CH:21][C:20]([F:19])=[CH:25][CH:24]=2)[OH:27])[CH2:29][CH2:30]1, predict the reactants needed to synthesize it. The reactants are: Br[CH2:2][CH2:3][CH:4]([NH:11]C(OC(C)(C)C)=O)[C:5]1[CH:10]=[CH:9][CH:8]=[CH:7][CH:6]=1.[F:19][C:20]1[CH:25]=[CH:24][C:23]([CH:26]([CH:28]2[CH2:33][CH2:32][NH:31][CH2:30][CH2:29]2)[OH:27])=[CH:22][CH:21]=1. (4) Given the product [CH2:14]([S:13][C:10]1[CH:11]=[CH:12][C:7]([B:20]([OH:25])[OH:21])=[CH:8][C:9]=1[C:16]([F:19])([F:18])[F:17])[CH3:15], predict the reactants needed to synthesize it. The reactants are: [Li]CCCC.Br[C:7]1[CH:12]=[CH:11][C:10]([S:13][CH2:14][CH3:15])=[C:9]([C:16]([F:19])([F:18])[F:17])[CH:8]=1.[B:20](OC(C)C)([O:25]C(C)C)[O:21]C(C)C. (5) Given the product [F:1][C:2]1[CH:3]=[CH:4][C:5]([C:8]2[C:13]([CH2:14][OH:30])=[C:12]([CH:15]([CH3:17])[CH3:16])[N:11]=[C:10]([N:18]([CH3:23])[S:19]([CH3:22])(=[O:21])=[O:20])[N:9]=2)=[CH:6][CH:7]=1, predict the reactants needed to synthesize it. The reactants are: [F:1][C:2]1[CH:7]=[CH:6][C:5]([C:8]2[C:13]([CH3:14])=[C:12]([CH:15]([CH3:17])[CH3:16])[N:11]=[C:10]([N:18]([CH3:23])[S:19]([CH3:22])(=[O:21])=[O:20])[N:9]=2)=[CH:4][CH:3]=1.BrN1C(=[O:30])CCC1=O.C([O-])(O)=O.[Na+].O. (6) Given the product [CH3:32][O:33][NH:34][C:12](=[O:14])[C:11]1[CH:16]=[CH:17][C:18]([CH3:19])=[C:9]([N:4]2[CH:5]=[CH:6][N:7]=[C:2]([NH:23][C:22]([CH3:30])([C:24]3[CH:29]=[CH:28][CH:27]=[CH:26][CH:25]=3)[CH3:21])[C:3]2=[O:20])[CH:10]=1, predict the reactants needed to synthesize it. The reactants are: Br[C:2]1[C:3](=[O:20])[N:4]([C:9]2[CH:10]=[C:11]([CH:16]=[CH:17][C:18]=2[CH3:19])[C:12]([O:14]C)=O)[CH:5]=[C:6](Br)[N:7]=1.[CH3:21][C:22]([CH3:30])([C:24]1[CH:29]=[CH:28][CH:27]=[CH:26][CH:25]=1)[NH2:23].Cl.[CH3:32][O:33][NH2:34].C1([Mg]Br)CCCC1.C([O-])=O.[NH4+]. (7) The reactants are: Cl[C:2]1[C:7]([N+:8]([O-:10])=[O:9])=[CH:6][CH:5]=[C:4]([Cl:11])[N:3]=1.[NH2:12][C:13]1[CH:18]=[CH:17][CH:16]=[CH:15][CH:14]=1.CCN(C(C)C)C(C)C. Given the product [Cl:11][C:4]1[N:3]=[C:2]([NH:12][C:13]2[CH:18]=[CH:17][CH:16]=[CH:15][CH:14]=2)[C:7]([N+:8]([O-:10])=[O:9])=[CH:6][CH:5]=1, predict the reactants needed to synthesize it. (8) Given the product [CH2:1]([O:8][C:9]([N:10]1[CH2:14][CH2:15][N:24]([C:20]([CH3:23])([CH3:19])[CH2:21][F:22])[CH2:12][CH2:11]1)=[O:17])[C:2]1[CH:7]=[CH:6][CH:5]=[CH:4][CH:3]=1, predict the reactants needed to synthesize it. The reactants are: [CH2:1]([O:8][C:9](=[O:17])[N:10]([CH2:14][CH:15]=O)[CH2:11][CH:12]=O)[C:2]1[CH:7]=[CH:6][CH:5]=[CH:4][CH:3]=1.Cl.[CH3:19][C:20]([NH2:24])([CH3:23])[CH2:21][F:22].ClC(Cl)C.C(O[BH-](OC(=O)C)OC(=O)C)(=O)C.[Na+]. (9) Given the product [Cl:53][C:39]1[C:40](=[O:52])[N:41]([CH2:43][C:44]2[CH:49]=[CH:48][C:47]([O:50][CH3:51])=[CH:46][CH:45]=2)[CH:42]=[C:37]([NH:36][CH:9]([C:6]2[CH:7]=[CH:8][C:3]([C:1]#[N:2])=[C:4]([F:35])[CH:5]=2)[C:10]2[C:11]([C:29]([O:31][CH2:32][CH3:33])=[O:30])=[N:12][N:13]([C:18]3[C:19]([O:27][CH3:28])=[N:20][C:21]([N:24]([CH3:26])[CH3:25])=[N:22][CH:23]=3)[C:14]=2[CH:15]([CH3:17])[CH3:16])[CH:38]=1, predict the reactants needed to synthesize it. The reactants are: [C:1]([C:3]1[CH:8]=[CH:7][C:6]([CH:9](O)[C:10]2[C:11]([C:29]([O:31][CH2:32][CH3:33])=[O:30])=[N:12][N:13]([C:18]3[C:19]([O:27][CH3:28])=[N:20][C:21]([N:24]([CH3:26])[CH3:25])=[N:22][CH:23]=3)[C:14]=2[CH:15]([CH3:17])[CH3:16])=[CH:5][C:4]=1[F:35])#[N:2].[NH2:36][C:37]1[CH:38]=[C:39]([Cl:53])[C:40](=[O:52])[N:41]([CH2:43][C:44]2[CH:49]=[CH:48][C:47]([O:50][CH3:51])=[CH:46][CH:45]=2)[CH:42]=1.